From a dataset of Orexin1 receptor HTS with 218,158 compounds and 233 confirmed actives. Binary Classification. Given a drug SMILES string, predict its activity (active/inactive) in a high-throughput screening assay against a specified biological target. (1) The drug is O=C(N\N=C(\c1ccc([N+]([O-])=O)cc1)C)c1cc(N\N=C(\c2ccc([N+]([O-])=O)cc2)C)ccc1. The result is 0 (inactive). (2) The compound is BrC(/C=N\N1CCN(CC1)c1ccccc1)=C\c1ccccc1. The result is 0 (inactive). (3) The drug is Clc1cc2c(n(c(C(=O)N3CCN(CC3)c3ccccc3)c2)C)cc1. The result is 0 (inactive). (4) The result is 0 (inactive). The compound is S=c1n(CCCN2CCCCC2)c(=O)c2c([nH]1)ccc(N1CCOCC1)c2.